Dataset: Full USPTO retrosynthesis dataset with 1.9M reactions from patents (1976-2016). Task: Predict the reactants needed to synthesize the given product. (1) Given the product [ClH:1].[CH2:59]([O:13][C:12](=[O:14])[CH2:11][CH2:10][C:7]1[CH:8]=[CH:9][C:4]([C:2]#[N:3])=[C:5]([O:15][CH2:16][C@H:17]([OH:33])[CH2:18][NH:19][C:20]([CH3:31])([CH3:32])[CH2:21][CH:22]2[CH2:23][C:24]3[C:29](=[CH:28][CH:27]=[CH:26][CH:25]=3)[CH2:30]2)[CH:6]=1)[CH2:60][CH2:61][CH2:62][CH2:63][CH2:64][CH2:65][CH3:66], predict the reactants needed to synthesize it. The reactants are: [ClH:1].[C:2]([C:4]1[CH:9]=[CH:8][C:7]([CH2:10][CH2:11][C:12]([OH:14])=[O:13])=[CH:6][C:5]=1[O:15][CH2:16][C@H:17]([OH:33])[CH2:18][NH:19][C:20]([CH3:32])([CH3:31])[CH2:21][CH:22]1[CH2:30][C:29]2[C:24](=[CH:25][CH:26]=[CH:27][CH:28]=2)[CH2:23]1)#[N:3].C(=O)([O-])[O-].[Cs+].[Cs+].C1OCCOCCOCCOCCOCCOC1.I[CH2:59][CH2:60][CH2:61][CH2:62][CH2:63][CH2:64][CH2:65][CH3:66]. (2) Given the product [C:1]([NH:4][C:5]1[CH:6]=[C:7]([CH:11]2[CH2:16][CH2:15][N:14]([C:17]([O:19][C:20]([CH3:23])([CH3:22])[CH3:21])=[O:18])[CH2:13][CH2:12]2)[CH:8]=[CH:9][CH:10]=1)(=[O:3])[CH3:2], predict the reactants needed to synthesize it. The reactants are: [C:1]([NH:4][C:5]1[CH:6]=[C:7]([C:11]2[CH2:12][CH2:13][N:14]([C:17]([O:19][C:20]([CH3:23])([CH3:22])[CH3:21])=[O:18])[CH2:15][CH:16]=2)[CH:8]=[CH:9][CH:10]=1)(=[O:3])[CH3:2].O=[Si]=O. (3) Given the product [Cl:18][C:15]1[CH:16]=[CH:17][C:12]([C:10]2[C:9]3[CH:19]=[C:20]([O:23][CH3:24])[CH:21]=[CH:22][C:8]=3[N:7]3[C:25]([CH3:28])=[N:26][N:27]=[C:6]3[C@H:5]([CH2:4][C:3]([OH:29])=[O:2])[N:11]=2)=[CH:13][CH:14]=1, predict the reactants needed to synthesize it. The reactants are: C[O:2][C:3](=[O:29])[CH2:4][C@@H:5]1[N:11]=[C:10]([C:12]2[CH:17]=[CH:16][C:15]([Cl:18])=[CH:14][CH:13]=2)[C:9]2[CH:19]=[C:20]([O:23][CH3:24])[CH:21]=[CH:22][C:8]=2[N:7]2[C:25]([CH3:28])=[N:26][N:27]=[C:6]12.[OH-].[Na+]. (4) Given the product [O:15]=[C:6]1[C@@H:5]2[CH2:16][N:17]([C:19]([O:21][C:22]([CH3:25])([CH3:24])[CH3:23])=[O:20])[CH2:18][C@H:4]2[C:3]2[C:8]3=[C:9]([CH2:12][CH2:13][CH2:14][N:7]13)[CH:10]=[CH:11][CH:2]=2, predict the reactants needed to synthesize it. The reactants are: Cl.[CH:2]1[CH:11]=[CH:10][C:9]2[CH2:12][CH2:13][CH2:14][N:7]3[C:8]=2[C:3]=1[C@@H:4]1[CH2:18][NH:17][CH2:16][C@H:5]1[C:6]3=[O:15].[C:19](O[C:19]([O:21][C:22]([CH3:25])([CH3:24])[CH3:23])=[O:20])([O:21][C:22]([CH3:25])([CH3:24])[CH3:23])=[O:20].C(N(CC)CC)C. (5) The reactants are: [C:1]([O:7][CH3:8])(=[O:6])[CH2:2][C:3]([CH3:5])=O.[F:9][C:10]1[CH:16]=[CH:15][CH:14]=[C:13]([F:17])[C:11]=1[NH2:12]. Given the product [F:9][C:10]1[CH:16]=[CH:15][CH:14]=[C:13]([F:17])[C:11]=1[NH:12]/[C:3](/[CH3:5])=[CH:2]\[C:1]([O:7][CH3:8])=[O:6], predict the reactants needed to synthesize it. (6) The reactants are: Br[C:2]1[CH:7]=[CH:6][C:5]([C:8]2[N:12]([C:13]3[CH:18]=[CH:17][C:16]([S:19]([CH3:22])(=[O:21])=[O:20])=[C:15]([F:23])[CH:14]=3)[N:11]=[C:10]([C:24]([F:27])([F:26])[F:25])[CH:9]=2)=[CH:4][CH:3]=1.[O:28]1[CH:32]=[CH:31][C:30](B(O)O)=[CH:29]1.C([O-])(O)=O.[Na+]. Given the product [F:23][C:15]1[CH:14]=[C:13]([N:12]2[C:8]([C:5]3[CH:6]=[CH:7][C:2]([C:30]4[CH:31]=[CH:32][O:28][CH:29]=4)=[CH:3][CH:4]=3)=[CH:9][C:10]([C:24]([F:27])([F:26])[F:25])=[N:11]2)[CH:18]=[CH:17][C:16]=1[S:19]([CH3:22])(=[O:21])=[O:20], predict the reactants needed to synthesize it. (7) Given the product [Cl:26][C:27]1[CH:28]=[C:29]([N:33]([CH3:34])[C:8]([C:5]2[C:4]([NH:11][S:12]([C:15]3[CH:20]=[CH:19][C:18]([Cl:21])=[C:17]([C:22]([F:24])([F:23])[F:25])[CH:16]=3)(=[O:14])=[O:13])=[CH:3][C:2]([Cl:1])=[CH:7][N:6]=2)=[O:9])[CH:30]=[CH:31][CH:32]=1, predict the reactants needed to synthesize it. The reactants are: [Cl:1][C:2]1[CH:3]=[C:4]([NH:11][S:12]([C:15]2[CH:20]=[CH:19][C:18]([Cl:21])=[C:17]([C:22]([F:25])([F:24])[F:23])[CH:16]=2)(=[O:14])=[O:13])[C:5]([C:8](O)=[O:9])=[N:6][CH:7]=1.[Cl:26][C:27]1[CH:28]=[C:29]([NH:33][CH3:34])[CH:30]=[CH:31][CH:32]=1.F[P-](F)(F)(F)(F)F.N1(O[P+](N(C)C)(N(C)C)N(C)C)C2C=CC=CC=2N=N1.CCN(C(C)C)C(C)C. (8) Given the product [CH:42]1([C:36]2[CH:37]=[CH:38][C:39]([C:2]3[CH:3]=[CH:4][C:5]([CH2:6][C:7]4[N:8]([C:20]5[CH:25]=[CH:24][C:23]([N:26]6[S:30](=[O:31])(=[O:32])[NH:29][C:28](=[O:33])[CH2:27]6)=[CH:22][CH:21]=5)[CH:9]=[C:10]([C:12]5[CH:17]=[CH:16][C:15]([F:18])=[CH:14][C:13]=5[F:19])[N:11]=4)=[CH:34][CH:35]=3)=[CH:40][CH:41]=2)[CH2:43][CH2:44][CH2:45][CH2:46][CH2:47]1, predict the reactants needed to synthesize it. The reactants are: Br[C:2]1[CH:35]=[CH:34][C:5]([CH2:6][C:7]2[N:8]([C:20]3[CH:25]=[CH:24][C:23]([N:26]4[S:30](=[O:32])(=[O:31])[NH:29][C:28](=[O:33])[CH2:27]4)=[CH:22][CH:21]=3)[CH:9]=[C:10]([C:12]3[CH:17]=[CH:16][C:15]([F:18])=[CH:14][C:13]=3[F:19])[N:11]=2)=[CH:4][CH:3]=1.[CH:36]1([C:42]2[CH:47]=[CH:46][C:45](B(O)O)=[CH:44][CH:43]=2)[CH2:41][CH2:40][CH2:39][CH2:38][CH2:37]1.